Dataset: Catalyst prediction with 721,799 reactions and 888 catalyst types from USPTO. Task: Predict which catalyst facilitates the given reaction. (1) Reactant: [CH3:1][O:2][C:3](=[O:43])[C@@H:4]([NH:13][C:14]([C:16]1[N:17]=[C:18]([CH2:37][CH:38]2[CH2:42][CH2:41][CH2:40][CH2:39]2)[C:19]2[C:24]([CH:25]=1)=[CH:23][CH:22]=[C:21]([O:26][C:27]1[CH:32]=[CH:31][C:30]([C:33]([CH3:36])([CH3:35])[CH3:34])=[CH:29][CH:28]=1)[CH:20]=2)=[O:15])[CH2:5][C:6]1[S:7]C(C=C)=[CH:9][CH:10]=1.O.C[N+]1([O-])CC[O:49]CC1.C(OCC)(=O)C.[CH3:59][C:60]([CH3:62])=[O:61]. Product: [CH3:1][O:2][C:3](=[O:43])[C@@H:4]([NH:13][C:14]([C:16]1[N:17]=[C:18]([CH2:37][CH:38]2[CH2:42][CH2:41][CH2:40][CH2:39]2)[C:19]2[C:24]([CH:25]=1)=[CH:23][CH:22]=[C:21]([O:26][C:27]1[CH:32]=[CH:31][C:30]([C:33]([CH3:36])([CH3:35])[CH3:34])=[CH:29][CH:28]=1)[CH:20]=2)=[O:15])[CH2:5][C:6]1[S:7][C:59]([CH:60]([OH:61])[CH2:62][OH:49])=[CH:9][CH:10]=1. The catalyst class is: 771. (2) Reactant: [Br:1][C:2]1[CH:3]=[C:4]([CH:7]=O)[O:5][CH:6]=1.[CH3:9][N:10]1[CH2:15][CH2:14][NH:13][CH2:12][CH2:11]1.C(O[BH-](OC(=O)C)OC(=O)C)(=O)C.[Na+].C(O)(=O)C.[OH-].[Na+]. Product: [Br:1][C:2]1[CH:3]=[C:4]([CH2:7][N:13]2[CH2:14][CH2:15][N:10]([CH3:9])[CH2:11][CH2:12]2)[O:5][CH:6]=1. The catalyst class is: 90. (3) Reactant: [CH2:1]([C:3]([CH2:24][CH3:25])=[CH:4][C@H:5]1[CH2:10][CH2:9][C@H:8]([NH:11][C:12](=[O:23])[CH2:13][C:14]2[CH:19]=[CH:18][C:17]([OH:20])=[C:16]([O:21][CH3:22])[CH:15]=2)[CH2:7][CH2:6]1)[CH3:2]. Product: [CH2:24]([CH:3]([CH2:1][CH3:2])[CH2:4][C@H:5]1[CH2:10][CH2:9][C@H:8]([NH:11][C:12](=[O:23])[CH2:13][C:14]2[CH:19]=[CH:18][C:17]([OH:20])=[C:16]([O:21][CH3:22])[CH:15]=2)[CH2:7][CH2:6]1)[CH3:25]. The catalyst class is: 29. (4) Reactant: [CH3:1][Mg]Cl.[C:4]1(=[O:13])[C:8]2([CH2:12]CC[CH2:9]2)CCC1.[C:14]1(=[O:19])[CH2:18][CH2:17][CH2:16][CH2:15]1.Cl.[C:21]1(C)[CH:26]=CC=[CH:23][CH:22]=1. Product: [C:4]([O:19][C:14]1([CH3:1])[C:18]2([CH2:23][CH2:22][CH2:21][CH2:26]2)[CH2:17][CH2:16][CH2:15]1)(=[O:13])[C:8]([CH3:9])=[CH2:12]. The catalyst class is: 7. (5) Reactant: CON(C)[C:4]([C:6]1[C:15](=[O:16])[C:14]2[C:9](=[CH:10][CH:11]=[CH:12][CH:13]=2)[N:8]([CH2:17][C:18]2[CH:23]=[CH:22][CH:21]=[C:20]([CH3:24])[N:19]=2)[CH:7]=1)=[O:5].[F:26][C:27]1[CH:28]=[C:29]([Mg]Br)[CH:30]=[CH:31][C:32]=1[O:33][CH3:34]. Product: [F:26][C:27]1[CH:28]=[C:29]([CH:30]=[CH:31][C:32]=1[O:33][CH3:34])[C:4]([C:6]1[C:15](=[O:16])[C:14]2[C:9](=[CH:10][CH:11]=[CH:12][CH:13]=2)[N:8]([CH2:17][C:18]2[CH:23]=[CH:22][CH:21]=[C:20]([CH3:24])[N:19]=2)[CH:7]=1)=[O:5]. The catalyst class is: 1. (6) Reactant: P(Cl)(Cl)(Cl)=O.[C:6]([O:10][C:11]([N:13]1[CH2:19][CH2:18][CH2:17][CH2:16][CH2:15][CH:14]1[C:20]([OH:22])=O)=[O:12])([CH3:9])([CH3:8])[CH3:7].[C:23]([C:27]1[O:31][N:30]=[C:29]([NH2:32])[CH:28]=1)([CH3:26])([CH3:25])[CH3:24]. Product: [C:6]([O:10][C:11]([N:13]1[CH2:19][CH2:18][CH2:17][CH2:16][CH2:15][C@H:14]1[C:20](=[O:22])[NH:32][C:29]1[CH:28]=[C:27]([C:23]([CH3:26])([CH3:25])[CH3:24])[O:31][N:30]=1)=[O:12])([CH3:7])([CH3:8])[CH3:9]. The catalyst class is: 436. (7) Product: [O:1]1[CH2:6][CH2:5][O:4][C:3]2[CH:7]=[C:8]([C:11]3[C:12]([CH3:29])=[C:13]([CH:26]=[CH:27][CH:28]=3)[CH2:14][O:15][C:16]3[C:23]([F:24])=[CH:22][C:19]([CH:20]=[O:21])=[C:18]([CH:17]=3)[O:25][CH2:31][C:32]3[CH:33]=[N:34][CH:35]=[C:36]([CH:39]=3)[C:37]#[N:38])[CH:9]=[CH:10][C:2]1=2. Reactant: [O:1]1[CH2:6][CH2:5][O:4][C:3]2[CH:7]=[C:8]([C:11]3[C:12]([CH3:29])=[C:13]([CH:26]=[CH:27][CH:28]=3)[CH2:14][O:15][C:16]3[C:23]([F:24])=[CH:22][C:19]([CH:20]=[O:21])=[C:18]([OH:25])[CH:17]=3)[CH:9]=[CH:10][C:2]1=2.Cl[CH2:31][C:32]1[CH:33]=[N:34][CH:35]=[C:36]([CH:39]=1)[C:37]#[N:38].C([O-])([O-])=O.[Cs+].[Cs+].[Na+].[I-]. The catalyst class is: 303. (8) Reactant: [NH2:1][CH2:2][CH2:3][CH2:4][N:5]1[C:17]2[C:16]3[CH:15]=[CH:14][CH:13]=[CH:12][C:11]=3[N:10]=[C:9]([NH2:18])[C:8]=2[N:7]=[C:6]1[CH2:19][CH2:20][CH2:21][CH3:22].[C:23](Cl)(=[O:30])[C:24]1[CH:29]=[CH:28][CH:27]=[CH:26][CH:25]=1. Product: [NH2:18][C:9]1[C:8]2[N:7]=[C:6]([CH2:19][CH2:20][CH2:21][CH3:22])[N:5]([CH2:4][CH2:3][CH2:2][NH:1][C:23](=[O:30])[C:24]3[CH:29]=[CH:28][CH:27]=[CH:26][CH:25]=3)[C:17]=2[C:16]2[CH:15]=[CH:14][CH:13]=[CH:12][C:11]=2[N:10]=1. The catalyst class is: 60.